This data is from Full USPTO retrosynthesis dataset with 1.9M reactions from patents (1976-2016). The task is: Predict the reactants needed to synthesize the given product. (1) Given the product [NH2:11][C:12]1[N:20]=[C:19]2[C:15]([NH:16][CH:17]=[N:18]2)=[C:14]([O:8][CH2:1][C:2]2[CH:7]=[CH:6][CH:5]=[CH:4][CH:3]=2)[N:13]=1, predict the reactants needed to synthesize it. The reactants are: [CH2:1]([OH:8])[C:2]1[CH:7]=[CH:6][CH:5]=[CH:4][CH:3]=1.[OH-].[Na+].[NH2:11][C:12]1[N:20]=[C:19]2[C:15]([NH:16][CH:17]=[N:18]2)=[C:14](Cl)[N:13]=1. (2) Given the product [Cl:25][C:26]1[N:31]=[CH:30][C:29]([C:32]([N:50]2[CH2:49][CH2:48][N:47]([S:51]([C:54]3[CH:55]=[CH:56][C:57]([C:60]([F:63])([F:61])[F:62])=[CH:58][CH:59]=3)(=[O:52])=[O:53])[CH2:46][C@@H:45]2[CH3:44])=[O:34])=[CH:28][CH:27]=1, predict the reactants needed to synthesize it. The reactants are: CN(C(ON1N=NC2C=CC=NC1=2)=[N+](C)C)C.F[P-](F)(F)(F)(F)F.[Cl:25][C:26]1[N:31]=[CH:30][C:29]([C:32]([OH:34])=O)=[CH:28][CH:27]=1.CCN(C(C)C)C(C)C.[CH3:44][C@@H:45]1[NH:50][CH2:49][CH2:48][N:47]([S:51]([C:54]2[CH:59]=[CH:58][C:57]([C:60]([F:63])([F:62])[F:61])=[CH:56][CH:55]=2)(=[O:53])=[O:52])[CH2:46]1. (3) The reactants are: C[O:2][C:3]1[CH:8]=[CH:7][C:6]([C:9]2[C:14](=[O:15])[N:13]3[CH:16]=[CH:17][S:18][C:12]3=[N:11][C:10]=2[CH3:19])=[CH:5][CH:4]=1.Br. Given the product [OH:2][C:3]1[CH:4]=[CH:5][C:6]([C:9]2[C:14](=[O:15])[N:13]3[CH:16]=[CH:17][S:18][C:12]3=[N:11][C:10]=2[CH3:19])=[CH:7][CH:8]=1, predict the reactants needed to synthesize it. (4) Given the product [CH:60]1([S:64]([NH:67][C:43]([C@@:18]23[CH2:42][C@H:17]2[CH:16]=[CH:15][CH2:14][CH2:13][CH:12]([CH3:46])[CH2:11][C@@H:10]([CH3:47])[C@H:9]([NH:8][C:6](=[O:7])[O:5][C:1]([CH3:4])([CH3:3])[CH3:2])[C:23](=[O:24])[N:22]2[CH2:25][C@H:26]([O:28][C:29]4[C:38]5[C:33](=[CH:34][CH:35]=[CH:36][CH:37]=5)[C:32]([O:39][CH3:40])=[CH:31][N:30]=4)[CH2:27][C@H:21]2[C:20](=[O:41])[NH:19]3)=[O:45])(=[O:66])=[O:65])[CH2:63][CH2:62][CH2:61]1, predict the reactants needed to synthesize it. The reactants are: [C:1]([O:5][C:6]([NH:8][C@@H:9]1[C:23](=[O:24])[N:22]2[CH2:25][C@H:26]([O:28][C:29]3[C:38]4[C:33](=[CH:34][CH:35]=[CH:36][CH:37]=4)[C:32]([O:39][CH3:40])=[CH:31][N:30]=3)[CH2:27][C@H:21]2[C:20](=[O:41])[NH:19][C@:18]2([C:43]([OH:45])=O)[CH2:42][C@H:17]2[CH:16]=[CH:15][CH2:14][CH2:13][CH:12]([CH3:46])[CH2:11][C@H:10]1[CH3:47])=[O:7])([CH3:4])([CH3:3])[CH3:2].C1N=CN(C(N2C=NC=C2)=O)C=1.[CH:60]1([S:64]([NH2:67])(=[O:66])=[O:65])[CH2:63][CH2:62][CH2:61]1.C1CCN2C(=NCCC2)CC1.